Binary Classification. Given a T-cell receptor sequence (or CDR3 region) and an epitope sequence, predict whether binding occurs between them. From a dataset of TCR-epitope binding with 47,182 pairs between 192 epitopes and 23,139 TCRs. The epitope is EILDITPCSF. The TCR CDR3 sequence is CAISDIDRGFSYEQFF. Result: 1 (the TCR binds to the epitope).